This data is from Full USPTO retrosynthesis dataset with 1.9M reactions from patents (1976-2016). The task is: Predict the reactants needed to synthesize the given product. (1) Given the product [Br:1][C:2]1[CH:10]=[CH:9][C:5]([C:6]([N:12]([CH3:13])[CH3:11])=[O:7])=[CH:4][CH:3]=1, predict the reactants needed to synthesize it. The reactants are: [Br:1][C:2]1[CH:10]=[CH:9][C:5]([C:6](O)=[O:7])=[CH:4][CH:3]=1.[CH3:11][N:12](C=O)[CH3:13].C(Cl)(=O)C(Cl)=O.CNC. (2) Given the product [Cl:12][C:13]1[N:18]=[C:17]([NH:11][C:4]2[CH:5]=[C:6]([CH:9]=[CH2:10])[CH:7]=[CH:8][C:3]=2[O:2][CH3:1])[C:16]([Cl:20])=[CH:15][N:14]=1, predict the reactants needed to synthesize it. The reactants are: [CH3:1][O:2][C:3]1[CH:8]=[CH:7][C:6]([CH:9]=[CH2:10])=[CH:5][C:4]=1[NH2:11].[Cl:12][C:13]1[N:18]=[C:17](Cl)[C:16]([Cl:20])=[CH:15][N:14]=1.C(N(C(C)C)C(C)C)C. (3) Given the product [C:1]1([C:7]2[C:11]([C:12]([F:15])([F:14])[F:13])=[C:10]([C:16]3[C:20]4[CH2:21][O:22][C:23]5[CH:24]=[C:25]([CH:29]=[O:30])[CH:26]=[CH:27][C:28]=5[C:19]=4[O:18][N:17]=3)[O:9][N:8]=2)[CH:6]=[CH:5][CH:4]=[CH:3][CH:2]=1, predict the reactants needed to synthesize it. The reactants are: [C:1]1([C:7]2[C:11]([C:12]([F:15])([F:14])[F:13])=[C:10]([C:16]3[C:20]4[CH2:21][O:22][C:23]5[CH:24]=[C:25]([CH2:29][OH:30])[CH:26]=[CH:27][C:28]=5[C:19]=4[O:18][N:17]=3)[O:9][N:8]=2)[CH:6]=[CH:5][CH:4]=[CH:3][CH:2]=1.CC(OI1(OC(C)=O)(OC(C)=O)OC(=O)C2C=CC=CC1=2)=O. (4) The reactants are: C(OC(=O)[NH:7][C:8]1([C:12]2[CH:17]=[CH:16][C:15]([C:18]3[C:38]([C:39]4[CH:44]=[CH:43][CH:42]=[CH:41][CH:40]=4)=[CH:37][N:21]4[N:22]=[C:23]5[C:28]([CH:27]=[C:26]([C:29]6[CH:34]=[CH:33][CH:32]=[C:31]([C:35]#[N:36])[CH:30]=6)[CH:25]=[CH:24]5)=[C:20]4[N:19]=3)=[CH:14][CH:13]=2)[CH2:11][CH2:10][CH2:9]1)(C)(C)C. Given the product [NH2:7][C:8]1([C:12]2[CH:13]=[CH:14][C:15]([C:18]3[C:38]([C:39]4[CH:44]=[CH:43][CH:42]=[CH:41][CH:40]=4)=[CH:37][N:21]4[N:22]=[C:27]5[C:28]([CH:23]=[CH:24][CH:25]=[C:26]5[C:29]5[CH:30]=[C:31]([CH:32]=[CH:33][CH:34]=5)[C:35]#[N:36])=[C:20]4[N:19]=3)=[CH:16][CH:17]=2)[CH2:9][CH2:10][CH2:11]1, predict the reactants needed to synthesize it. (5) Given the product [CH2:31]([O:30][C:28](=[O:29])[N:12]([S:13]([CH3:16])(=[O:15])=[O:14])[N:11]1[C:10](=[O:17])[C:9]2[C:4](=[CH:5][C:6]([C:23]([F:25])([F:26])[F:24])=[C:7]([C@H:18]3[CH2:22][CH2:21][CH2:20][O:19]3)[CH:8]=2)[NH:3][C:2]1=[O:1])[CH:32]([CH3:34])[CH3:33], predict the reactants needed to synthesize it. The reactants are: [O:1]=[C:2]1[N:11]([NH:12][S:13]([CH3:16])(=[O:15])=[O:14])[C:10](=[O:17])[C:9]2[C:4](=[CH:5][C:6]([C:23]([F:26])([F:25])[F:24])=[C:7]([C@H:18]3[CH2:22][CH2:21][CH2:20][O:19]3)[CH:8]=2)[NH:3]1.Cl[C:28]([O:30][CH2:31][CH:32]([CH3:34])[CH3:33])=[O:29]. (6) The reactants are: [C:1]([O-:5])(=[O:4])[CH:2]=[CH2:3].[CH2:6]([NH2:10])[CH2:7][CH2:8][CH3:9].C(C1C=CC(P([O-])([O-])[O-])=C(CCCCCCCCC)C=1CCCCCCCCC)CCCCCCCC. Given the product [C:1]([O-:5])(=[O:4])[CH:2]=[CH2:3].[CH2:6]([NH2:10])[CH2:7][CH2:8][CH3:9], predict the reactants needed to synthesize it.